This data is from Full USPTO retrosynthesis dataset with 1.9M reactions from patents (1976-2016). The task is: Predict the reactants needed to synthesize the given product. (1) Given the product [N:1]1[C:10]2[C:5](=[C:6]([O:11][CH:13]([CH3:21])[C:14]([OH:16])=[O:15])[CH:7]=[CH:8][CH:9]=2)[CH:4]=[CH:3][CH:2]=1, predict the reactants needed to synthesize it. The reactants are: [N:1]1[C:10]2[CH:9]=[CH:8][CH:7]=[C:6]([OH:11])[C:5]=2[CH:4]=[CH:3][CH:2]=1.Br[CH:13]([CH3:21])[C:14]([O:16]C(C)(C)C)=[O:15].C(=O)([O-])[O-].[Cs+].[Cs+]. (2) Given the product [Cl:1][C:2]1[CH:3]=[C:4]([C:12]2[O:16][N:15]=[C:14]([CH:17]=[O:18])[CH:13]=2)[CH:5]=[CH:6][C:7]=1[O:8][CH:9]([CH3:11])[CH3:10], predict the reactants needed to synthesize it. The reactants are: [Cl:1][C:2]1[CH:3]=[C:4]([C:12]2[O:16][N:15]=[C:14]([CH2:17][OH:18])[CH:13]=2)[CH:5]=[CH:6][C:7]=1[O:8][CH:9]([CH3:11])[CH3:10].CC(OI1(OC(C)=O)(OC(C)=O)OC(=O)C2C=CC=CC1=2)=O.CCOC(C)=O.CCCCCCC. (3) Given the product [CH3:11][C:10]1[CH:9]=[CH:8][CH:7]=[C:3]2[C:2]=1[N:1]=[C:21]([CH2:20][CH2:19][CH2:18][N:13]1[CH2:17][CH2:16][CH2:15][CH2:14]1)[NH:6][C:4]2=[O:5], predict the reactants needed to synthesize it. The reactants are: [NH2:1][C:2]1[C:10]([CH3:11])=[CH:9][CH:8]=[CH:7][C:3]=1[C:4]([NH2:6])=[O:5].Cl.[N:13]1([CH2:18][CH2:19][CH2:20][C:21](O)=O)[CH2:17][CH2:16][CH2:15][CH2:14]1. (4) The reactants are: [CH2:1]([C:8]1[C:16]2[O:15][CH:14]([CH2:17][NH2:18])[CH2:13][C:12]=2[CH:11]=[CH:10][CH:9]=1)[C:2]1[CH:7]=[CH:6][CH:5]=[CH:4][CH:3]=1.C(N(C(C)C)CC)(C)C.Cl[C:29]([O:31][CH2:32][C:33]1[CH:38]=[CH:37][CH:36]=[CH:35][CH:34]=1)=[O:30]. Given the product [CH2:1]([C:8]1[C:16]2[O:15][CH:14]([CH2:17][NH:18][C:29](=[O:30])[O:31][CH2:32][C:33]3[CH:38]=[CH:37][CH:36]=[CH:35][CH:34]=3)[CH2:13][C:12]=2[CH:11]=[CH:10][CH:9]=1)[C:2]1[CH:3]=[CH:4][CH:5]=[CH:6][CH:7]=1, predict the reactants needed to synthesize it. (5) The reactants are: [Si:1]([O:8][C@H:9]1[CH2:18][C:17]2([CH2:21][CH2:20][CH2:19]2)[CH2:16][C:15]2[N:14]=[C:13]([CH:22]([CH3:24])[CH3:23])[C:12]([C:25]([O:27][CH2:28][CH3:29])=[O:26])=[C:11](I)[C:10]1=2)([C:4]([CH3:7])([CH3:6])[CH3:5])([CH3:3])[CH3:2].[O:31]1[CH2:36][CH:35]=[C:34](B2OC(C)(C)C(C)(C)O2)[CH2:33][CH2:32]1.C(=O)([O-])[O-].[Cs+].[Cs+].[F-].[Cs+]. Given the product [Si:1]([O:8][CH:9]1[CH2:18][C:17]2([CH2:21][CH2:20][CH2:19]2)[CH2:16][C:15]2[N:14]=[C:13]([CH:22]([CH3:24])[CH3:23])[C:12]([C:25]([O:27][CH2:28][CH3:29])=[O:26])=[C:11]([C:34]3[CH2:35][CH2:36][O:31][CH2:32][CH:33]=3)[C:10]1=2)([C:4]([CH3:7])([CH3:6])[CH3:5])([CH3:3])[CH3:2], predict the reactants needed to synthesize it. (6) Given the product [C:9]([O:5][CH2:4][CH:3]=[C:2]([CH3:1])[CH2:6][CH2:7][CH3:8])(=[O:11])[CH3:10], predict the reactants needed to synthesize it. The reactants are: [CH3:1][C:2]([CH2:6][CH2:7][CH3:8])=[CH:3][CH:4]=[O:5].[C:9](OC(=O)C)(=[O:11])[CH3:10]. (7) Given the product [Cl:30][CH2:29][CH2:28][CH2:27][O:26][C:23]1[CH:24]=[CH:25][C:20]([C:17]2[O:18][CH:19]=[C:15]([CH:14]=[O:5])[N:16]=2)=[CH:21][CH:22]=1, predict the reactants needed to synthesize it. The reactants are: C[N+]([O-:5])(C)C.ClCCl.CS(C)=O.Cl[CH2:14][C:15]1[N:16]=[C:17]([C:20]2[CH:25]=[CH:24][C:23]([O:26][CH2:27][CH2:28][CH2:29][Cl:30])=[CH:22][CH:21]=2)[O:18][CH:19]=1.